This data is from Merck oncology drug combination screen with 23,052 pairs across 39 cell lines. The task is: Regression. Given two drug SMILES strings and cell line genomic features, predict the synergy score measuring deviation from expected non-interaction effect. (1) Synergy scores: synergy=9.97. Cell line: A2780. Drug 2: Cn1cc(-c2cnn3c(N)c(Br)c(C4CCCNC4)nc23)cn1. Drug 1: O=c1[nH]cc(F)c(=O)[nH]1. (2) Drug 1: CN(C)C(=N)N=C(N)N. Drug 2: C=CCn1c(=O)c2cnc(Nc3ccc(N4CCN(C)CC4)cc3)nc2n1-c1cccc(C(C)(C)O)n1. Cell line: CAOV3. Synergy scores: synergy=-3.35. (3) Drug 1: N.N.O=C(O)C1(C(=O)O)CCC1.[Pt]. Drug 2: NC(=O)c1cccc2cn(-c3ccc(C4CCCNC4)cc3)nc12. Cell line: NCIH460. Synergy scores: synergy=6.52. (4) Cell line: DLD1. Drug 1: CCC1(O)C(=O)OCc2c1cc1n(c2=O)Cc2cc3c(CN(C)C)c(O)ccc3nc2-1. Drug 2: Cn1cc(-c2cnn3c(N)c(Br)c(C4CCCNC4)nc23)cn1. Synergy scores: synergy=12.2. (5) Drug 1: COc1cc(C2c3cc4c(cc3C(OC3OC5COC(C)OC5C(O)C3O)C3COC(=O)C23)OCO4)cc(OC)c1O. Drug 2: NC(=O)c1cccc2cn(-c3ccc(C4CCCNC4)cc3)nc12. Cell line: SW620. Synergy scores: synergy=6.40. (6) Cell line: SKMEL30. Drug 1: CCN(CC)CCNC(=O)c1c(C)[nH]c(C=C2C(=O)Nc3ccc(F)cc32)c1C. Drug 2: C=CCn1c(=O)c2cnc(Nc3ccc(N4CCN(C)CC4)cc3)nc2n1-c1cccc(C(C)(C)O)n1. Synergy scores: synergy=-5.36.